This data is from Catalyst prediction with 721,799 reactions and 888 catalyst types from USPTO. The task is: Predict which catalyst facilitates the given reaction. Reactant: [F:1][C:2]([F:29])([F:28])[C:3]([C:9]1[CH:14]=[CH:13][C:12]([C:15]2[CH:20]=[CH:19][C:18]([CH2:21][N:22]3[CH2:27][CH2:26][NH:25][CH2:24][CH2:23]3)=[CH:17][CH:16]=2)=[CH:11][CH:10]=1)([OH:8])[C:4]([F:7])([F:6])[F:5].[CH2:30]([C:32](Cl)=[O:33])[CH3:31].FC(F)(F)C(C1C=CC(C2C=CC(CN3CCN(CC4NC5C(C=4)=CC(F)=CC=5)CC3)=CC=2)=CC=1)(O)C(F)(F)F.NCCN(CCN)CCN. Product: [F:29][C:2]([F:28])([F:1])[C:3]([C:9]1[CH:10]=[CH:11][C:12]([C:15]2[CH:20]=[CH:19][C:18]([CH2:21][N:22]3[CH2:23][CH2:24][N:25]([C:32](=[O:33])[CH2:30][CH3:31])[CH2:26][CH2:27]3)=[CH:17][CH:16]=2)=[CH:13][CH:14]=1)([OH:8])[C:4]([F:7])([F:6])[F:5]. The catalyst class is: 2.